Dataset: Catalyst prediction with 721,799 reactions and 888 catalyst types from USPTO. Task: Predict which catalyst facilitates the given reaction. (1) Reactant: [Cl:1][C:2]1[CH:24]=[CH:23][CH:22]=[C:21]([Cl:25])[C:3]=1[C:4]([NH:6][CH2:7][C:8]1[CH:13]=[CH:12][C:11]([C:14]2[CH:19]=[CH:18][NH:17][C:16](=[O:20])[CH:15]=2)=[CH:10][CH:9]=1)=[O:5].[Cl:26][CH2:27]OC(Cl)=O.CN(C=O)C. Product: [Cl:1][C:2]1[CH:24]=[CH:23][CH:22]=[C:21]([Cl:25])[C:3]=1[C:4]([NH:6][CH2:7][C:8]1[CH:13]=[CH:12][C:11]([C:14]2[CH:19]=[CH:18][N:17]([CH2:27][Cl:26])[C:16](=[O:20])[CH:15]=2)=[CH:10][CH:9]=1)=[O:5]. The catalyst class is: 13. (2) Reactant: [N:1]1[CH:6]=[CH:5][CH:4]=[C:3]([N:7]2[CH:11]=[C:10]([C:12]3[N:17]=[C:16]4[C:18](=O)[CH2:19][CH2:20][O:21][C:15]4=[CH:14][CH:13]=3)[CH:9]=[N:8]2)[CH:2]=1.[CH3:23][O:24][NH2:25].Cl.CC([O-])=O.[K+]. Product: [CH3:23][O:24][N:25]=[C:18]1[C:16]2=[N:17][C:12]([C:10]3[CH:9]=[N:8][N:7]([C:3]4[CH:2]=[N:1][CH:6]=[CH:5][CH:4]=4)[CH:11]=3)=[CH:13][CH:14]=[C:15]2[O:21][CH2:20][CH2:19]1. The catalyst class is: 5. (3) Reactant: [F:1][C:2]1[CH:3]=[C:4]2[C:9](=[C:10]([F:12])[CH:11]=1)[O:8][CH2:7][C:6]([C:13]#[N:14])=[CH:5]2.C(O)(=[O:17])C.S(=O)(=O)(O)O. Product: [F:1][C:2]1[CH:3]=[C:4]2[C:9](=[C:10]([F:12])[CH:11]=1)[O:8][CH2:7][C:6]([C:13]([NH2:14])=[O:17])=[CH:5]2. The catalyst class is: 32. (4) Reactant: [C:1]1([C:13](=[O:26])[C:14]([NH:16][CH2:17][CH2:18][CH2:19][CH2:20][CH2:21][CH2:22][C:23](O)=[O:24])=[O:15])[C:11]2=[C:12]3[C:7](=[CH:8][CH:9]=[CH:10]2)[CH2:6][CH2:5][CH2:4][N:3]3[CH:2]=1.C(N(CC)CC)C.[O:34]1[CH2:39][CH2:38][CH2:37][CH2:36][CH:35]1[O:40][NH2:41].CN(C(ON1N=NC2C=CC=CC1=2)=[N+](C)C)C.F[P-](F)(F)(F)(F)F. Product: [C:1]1([C:13](=[O:26])[C:14]([NH:16][CH2:17][CH2:18][CH2:19][CH2:20][CH2:21][CH2:22][C:23]([NH:41][O:40][CH:35]2[CH2:36][CH2:37][CH2:38][CH2:39][O:34]2)=[O:24])=[O:15])[C:11]2=[C:12]3[C:7](=[CH:8][CH:9]=[CH:10]2)[CH2:6][CH2:5][CH2:4][N:3]3[CH:2]=1. The catalyst class is: 174. (5) Reactant: [C:1]([O:5][C:6]([NH:8][CH2:9][CH2:10][C:11]([C:17]1[CH:22]=[CH:21][C:20]([Cl:23])=[CH:19][CH:18]=1)([CH3:16])[C:12]([O:14]C)=[O:13])=[O:7])([CH3:4])([CH3:3])[CH3:2].O[Li].O. Product: [C:1]([O:5][C:6]([NH:8][CH2:9][CH2:10][C:11]([C:17]1[CH:22]=[CH:21][C:20]([Cl:23])=[CH:19][CH:18]=1)([CH3:16])[C:12]([OH:14])=[O:13])=[O:7])([CH3:2])([CH3:3])[CH3:4]. The catalyst class is: 20. (6) Reactant: [C:1]([O-:8])(=[O:7])[CH2:2][CH2:3][C:4]([O-:6])=[O:5].CN(C(ON1N=NC2[CH:20]=[CH:21][CH:22]=NC1=2)=[N+](C)C)C.F[P-](F)(F)(F)(F)F.[CH:33](N(C(C)C)CC)([CH3:35])[CH3:34].N. Product: [CH2:35]([O:5][C:4](=[O:6])[CH2:3][CH2:2][C:1]([O:8][CH2:22][CH:21]=[CH2:20])=[O:7])[CH:33]=[CH2:34]. The catalyst class is: 3. (7) Reactant: [C:1]([O:5][C:6]([NH:8][CH:9]([C:13]([OH:16])([CH3:15])[CH3:14])[C:10]([OH:12])=[O:11])=[O:7])([CH3:4])([CH3:3])[CH3:2].[CH3:17]I.[H-].[Na+].O. Product: [C:1]([O:5][C:6]([NH:8][CH:9]([C:13]([O:16][CH3:17])([CH3:15])[CH3:14])[C:10]([OH:12])=[O:11])=[O:7])([CH3:4])([CH3:2])[CH3:3]. The catalyst class is: 56. (8) Reactant: [OH:1][CH:2]([C:6]1[CH:11]=[CH:10][C:9]([C:12]2[N:16]=[C:15]([C:17]3[O:21][N:20]=[C:19]([C:22]4[CH:27]=[CH:26][CH:25]=[CH:24][CH:23]=4)[C:18]=3[C:28]([F:31])([F:30])[F:29])[O:14][N:13]=2)=[CH:8][CH:7]=1)[C:3]([OH:5])=O.[NH2:32][CH2:33][C:34]1[NH:38][N:37]=[N:36][N:35]=1.CN1CCOCC1.CN(C(ON1N=NC2C=CC=NC1=2)=[N+](C)C)C.F[P-](F)(F)(F)(F)F. Product: [NH:35]1[C:34]([CH2:33][NH:32][C:3](=[O:5])[CH:2]([OH:1])[C:6]2[CH:11]=[CH:10][C:9]([C:12]3[N:16]=[C:15]([C:17]4[O:21][N:20]=[C:19]([C:22]5[CH:23]=[CH:24][CH:25]=[CH:26][CH:27]=5)[C:18]=4[C:28]([F:29])([F:30])[F:31])[O:14][N:13]=3)=[CH:8][CH:7]=2)=[N:38][N:37]=[N:36]1. The catalyst class is: 3.